Dataset: Peptide-MHC class I binding affinity with 185,985 pairs from IEDB/IMGT. Task: Regression. Given a peptide amino acid sequence and an MHC pseudo amino acid sequence, predict their binding affinity value. This is MHC class I binding data. (1) The peptide sequence is IVMRYVLDH. The MHC is HLA-B53:01 with pseudo-sequence HLA-B53:01. The binding affinity (normalized) is 0.213. (2) The peptide sequence is AYIAFPTSCHMFI. The MHC is HLA-B27:05 with pseudo-sequence HLA-B27:05. The binding affinity (normalized) is 0. (3) The peptide sequence is TQRKKTLGF. The MHC is HLA-A02:03 with pseudo-sequence HLA-A02:03. The binding affinity (normalized) is 0.0847. (4) The peptide sequence is QQLRVESSSK. The MHC is HLA-A11:01 with pseudo-sequence HLA-A11:01. The binding affinity (normalized) is 0.392. (5) The peptide sequence is KLMSNIKTM. The MHC is H-2-Kb with pseudo-sequence H-2-Kb. The binding affinity (normalized) is 0.160. (6) The peptide sequence is SDEVARDLSL. The MHC is HLA-B45:01 with pseudo-sequence HLA-B45:01. The binding affinity (normalized) is 0.485. (7) The peptide sequence is SYEDQDALF. The MHC is HLA-A29:02 with pseudo-sequence HLA-A29:02. The binding affinity (normalized) is 0.536. (8) The peptide sequence is IMAIGIVSI. The MHC is HLA-A32:01 with pseudo-sequence HLA-A32:01. The binding affinity (normalized) is 0.598. (9) The peptide sequence is TVLGVSIL. The MHC is HLA-A02:02 with pseudo-sequence HLA-A02:02. The binding affinity (normalized) is 0.0683.